Dataset: Forward reaction prediction with 1.9M reactions from USPTO patents (1976-2016). Task: Predict the product of the given reaction. (1) Given the reactants [CH2:1]([N:3]1[CH2:8][CH2:7][N:6]([C:9]2[CH:14]=[CH:13][C:12]([NH:15][C:16]3[N:21]=[CH:20][C:19]([CH2:22][CH2:23][C:24]4[CH:25]=[C:26]([CH:30]=[C:31]([O:33][CH3:34])[CH:32]=4)[C:27](O)=[O:28])=[CH:18][N:17]=3)=[CH:11][CH:10]=2)[CH2:5][CH2:4]1)[CH3:2].[CH:35]([O:37][CH2:38][CH2:39][O:40][NH2:41])=[CH2:36].CN(C(ON1N=NC2C=CC=NC1=2)=[N+](C)C)C.F[P-](F)(F)(F)(F)F.CCN(C(C)C)C(C)C, predict the reaction product. The product is: [CH2:1]([N:3]1[CH2:8][CH2:7][N:6]([C:9]2[CH:14]=[CH:13][C:12]([NH:15][C:16]3[N:17]=[CH:18][C:19]([CH2:22][CH2:23][C:24]4[CH:25]=[C:26]([CH:30]=[C:31]([O:33][CH3:34])[CH:32]=4)[C:27]([NH:41][O:40][CH2:39][CH2:38][O:37][CH:35]=[CH2:36])=[O:28])=[CH:20][N:21]=3)=[CH:11][CH:10]=2)[CH2:5][CH2:4]1)[CH3:2]. (2) Given the reactants [Br:1]N1C(=O)CCC1=O.[CH2:9]([O:11][C:12]([C:14]1[CH:19]=[CH:18][CH:17]=[C:16]([CH3:20])[N:15]=1)=[O:13])[CH3:10], predict the reaction product. The product is: [CH2:9]([O:11][C:12]([C:14]1[CH:19]=[CH:18][CH:17]=[C:16]([CH2:20][Br:1])[N:15]=1)=[O:13])[CH3:10]. (3) Given the reactants [CH3:1][O:2][C:3]1[CH:22]=[CH:21][C:6]([O:7][C:8]2[CH:9]=[C:10]([C:15]3[CH:20]=[CH:19][CH:18]=[CH:17][CH:16]=3)[CH:11]=[CH:12][C:13]=2[NH2:14])=[CH:5][CH:4]=1.[Cl-].Cl[CH2:25][CH2:26][NH2+:27][CH2:28][CH2:29]Cl.C([O-])([O-])=O.[K+].[K+].C(O)CCC, predict the reaction product. The product is: [CH3:1][O:2][C:3]1[CH:22]=[CH:21][C:6]([O:7][C:8]2[CH:9]=[C:10]([C:15]3[CH:20]=[CH:19][CH:18]=[CH:17][CH:16]=3)[CH:11]=[CH:12][C:13]=2[N:14]2[CH2:29][CH2:28][NH:27][CH2:26][CH2:25]2)=[CH:5][CH:4]=1.